From a dataset of Full USPTO retrosynthesis dataset with 1.9M reactions from patents (1976-2016). Predict the reactants needed to synthesize the given product. Given the product [Br:1][C:2]1[CH:7]=[CH:6][CH2:5][CH:4]2[C:3]=1[N:11]1[CH2:15][CH2:14][CH2:13][CH:12]1[C:16](=[O:18])[NH:8]2, predict the reactants needed to synthesize it. The reactants are: [Br:1][C:2]1[CH:7]=[CH:6][CH:5]=[C:4]([N+:8]([O-])=O)[C:3]=1[N:11]1[CH2:15][CH2:14][CH2:13][CH:12]1[C:16]([O-:18])=O.[NH4+].[Cl-].